This data is from Full USPTO retrosynthesis dataset with 1.9M reactions from patents (1976-2016). The task is: Predict the reactants needed to synthesize the given product. (1) Given the product [CH2:29]([O:31][C:32]1[N:37]=[CH:36][C:35]([C:2]2[C:7](=[O:8])[N:6]([CH2:9][C:10]3[CH:15]=[CH:14][C:13]([C:16]4[C:17]([C:22]#[N:23])=[CH:18][CH:19]=[CH:20][CH:21]=4)=[CH:12][CH:11]=3)[C:5]([CH2:24][CH2:25][CH3:26])=[N:4][C:3]=2[CH2:27][CH3:28])=[CH:34][CH:33]=1)[CH3:30], predict the reactants needed to synthesize it. The reactants are: Br[C:2]1[C:7](=[O:8])[N:6]([CH2:9][C:10]2[CH:15]=[CH:14][C:13]([C:16]3[C:17]([C:22]#[N:23])=[CH:18][CH:19]=[CH:20][CH:21]=3)=[CH:12][CH:11]=2)[C:5]([CH2:24][CH2:25][CH3:26])=[N:4][C:3]=1[CH2:27][CH3:28].[CH2:29]([O:31][C:32]1[N:37]=[CH:36][C:35](B(O)O)=[CH:34][CH:33]=1)[CH3:30].C(=O)([O-])[O-].[Cs+].[Cs+].O1CCOCC1. (2) Given the product [C:29]1([C:35]#[C:36][P:37](=[O:41])([O:42][C:10]([CH2:11][C:12]2[CH:13]=[CH:14][CH:15]=[CH:16][CH:17]=2)=[CH2:9])[O:38][CH2:39][CH3:40])[CH:30]=[CH:31][CH:32]=[CH:33][CH:34]=1, predict the reactants needed to synthesize it. The reactants are: CC(P(C(C)(C)C)C1[C:11]([C:12]2[CH:17]=[CH:16][CH:15]=[CH:14][CH:13]=2)=[CH:10][CH:9]=CC=1)(C)C.C(N(CC)CC)C.[C:29]1([C:35]#[C:36][P:37](=[O:42])([OH:41])[O:38][CH2:39][CH3:40])[CH:34]=[CH:33][CH:32]=[CH:31][CH:30]=1.C(C1C=CC=CC=1)C#C.